From a dataset of Reaction yield outcomes from USPTO patents with 853,638 reactions. Predict the reaction yield, written as a fraction of the theoretical maximum amount of product (1.0 means a 100% yield; for example, 0.34 means a 34% yield). (1) The reactants are O.[ClH:2].[NH2:3][C:4]1[C:9]([C:10]2[CH:15]=[CH:14][C:13]([NH:16][C:17]([C:19]3[C:24](=[O:25])[C:23]([C:26]4[CH:31]=[CH:30][C:29]([F:32])=[CH:28][CH:27]=4)=[CH:22][N:21]([CH2:33][C:34]([F:37])([F:36])[F:35])[CH:20]=3)=[O:18])=[CH:12][CH:11]=2)=[CH:8][C:7]([C:38]2[CH:43]=[CH:42][C:41]([O:44][CH3:45])=[C:40]([O:46][CH3:47])[CH:39]=2)=[CH:6][N:5]=1. The catalyst is CC(C)=O. The product is [ClH:2].[NH2:3][C:4]1[C:9]([C:10]2[CH:11]=[CH:12][C:13]([NH:16][C:17]([C:19]3[C:24](=[O:25])[C:23]([C:26]4[CH:27]=[CH:28][C:29]([F:32])=[CH:30][CH:31]=4)=[CH:22][N:21]([CH2:33][C:34]([F:35])([F:36])[F:37])[CH:20]=3)=[O:18])=[CH:14][CH:15]=2)=[CH:8][C:7]([C:38]2[CH:43]=[CH:42][C:41]([O:44][CH3:45])=[C:40]([O:46][CH3:47])[CH:39]=2)=[CH:6][N:5]=1. The yield is 0.890. (2) The reactants are [CH3:1][O:2][C:3]1[CH:8]=[CH:7][C:6]([NH2:9])=[CH:5][CH:4]=1.NC(N)=O.[N+:14]([O-])([O-:16])=[O:15].[K+].[OH-].[Na+]. The catalyst is S(=O)(=O)(O)O.C(OCC)(=O)C. The product is [CH3:1][O:2][C:3]1[CH:8]=[CH:7][C:6]([NH2:9])=[CH:5][C:4]=1[N+:14]([O-:16])=[O:15]. The yield is 0.770. (3) The reactants are [F:1][C:2]1[CH:7]=[CH:6][C:5]([C:8]2[N:12]=[N:11][N:10]([CH3:13])[C:9]=2[CH2:14][O:15][C:16]2[N:21]=[N:20][C:19]([C:22]([OH:24])=O)=[CH:18][CH:17]=2)=[CH:4][CH:3]=1.[NH2:25][N:26]1[CH2:31][CH2:30][O:29][CH2:28][CH2:27]1. No catalyst specified. The product is [N:26]1([NH:25][C:22]([C:19]2[N:20]=[N:21][C:16]([O:15][CH2:14][C:9]3[N:10]([CH3:13])[N:11]=[N:12][C:8]=3[C:5]3[CH:6]=[CH:7][C:2]([F:1])=[CH:3][CH:4]=3)=[CH:17][CH:18]=2)=[O:24])[CH2:31][CH2:30][O:29][CH2:28][CH2:27]1. The yield is 0.290. (4) The reactants are [CH3:1][O:2][C:3]1[CH:4]=[C:5]([N:12]2[CH2:17][CH2:16][C:15](=O)[CH2:14][CH2:13]2)[CH:6]=[CH:7][C:8]=1[N+:9]([O-:11])=[O:10].[NH:19]1[CH2:24][CH2:23][NH:22][CH2:21][C:20]1=[O:25].CC(O)=O.C(O[BH-](OC(=O)C)OC(=O)C)(=O)C.[Na+]. The catalyst is C1(C)C=CC=CC=1.C(#N)C. The product is [CH3:1][O:2][C:3]1[CH:4]=[C:5]([N:12]2[CH2:17][CH2:16][CH:15]([N:22]3[CH2:23][CH2:24][NH:19][C:20](=[O:25])[CH2:21]3)[CH2:14][CH2:13]2)[CH:6]=[CH:7][C:8]=1[N+:9]([O-:11])=[O:10]. The yield is 0.730. (5) The reactants are [CH3:1][O:2][C:3]1[CH:4]=[C:5]2[C:10](=[CH:11][C:12]=1[O:13][CH3:14])[N:9]=[CH:8][N:7]=[C:6]2[S:15][C:16]1[CH:17]=[C:18]([CH:20]=[CH:21][CH:22]=1)[NH2:19].[F:23][C:24]([F:45])([F:44])[C:25]([C:28]1[CH:32]=[C:31]([NH:33][C:34](=O)[O:35]C2C=CC(Cl)=CC=2)[O:30][N:29]=1)([CH3:27])[CH3:26].C(OCC)C. The catalyst is C1COCC1.CN(C)C1C=CN=CC=1. The product is [CH3:1][O:2][C:3]1[CH:4]=[C:5]2[C:10](=[CH:11][C:12]=1[O:13][CH3:14])[N:9]=[CH:8][N:7]=[C:6]2[S:15][C:16]1[CH:17]=[C:18]([NH:19][C:34]([NH:33][C:31]2[O:30][N:29]=[C:28]([C:25]([CH3:27])([CH3:26])[C:24]([F:45])([F:44])[F:23])[CH:32]=2)=[O:35])[CH:20]=[CH:21][CH:22]=1. The yield is 0.690.